This data is from Catalyst prediction with 721,799 reactions and 888 catalyst types from USPTO. The task is: Predict which catalyst facilitates the given reaction. Reactant: CCN(C(C)C)C(C)C.[N:10]1([N:16]2[CH:20]=[C:19]([C:21]([OH:23])=O)[N:18]=[N:17]2)[CH2:15][CH2:14][O:13][CH2:12][CH2:11]1.C1C=CC2N(O)N=NC=2C=1.CCN=C=NCCCN(C)C.Cl.[NH2:46][CH2:47][C:48]([N:50]1[CH2:55][CH2:54][N:53]([C:56](=[O:65])[C:57]2[CH:62]=[C:61]([F:63])[CH:60]=[CH:59][C:58]=2[Cl:64])[CH2:52][CH2:51]1)=[O:49].ClC1C=CC(F)=CC=1C(O)=O. Product: [Cl:64][C:58]1[CH:59]=[CH:60][C:61]([F:63])=[CH:62][C:57]=1[C:56]([N:53]1[CH2:52][CH2:51][N:50]([C:48](=[O:49])[CH2:47][NH:46][C:21]([C:19]2[N:18]=[N:17][N:16]([N:10]3[CH2:11][CH2:12][O:13][CH2:14][CH2:15]3)[CH:20]=2)=[O:23])[CH2:55][CH2:54]1)=[O:65]. The catalyst class is: 18.